Dataset: Forward reaction prediction with 1.9M reactions from USPTO patents (1976-2016). Task: Predict the product of the given reaction. (1) Given the reactants [CH3:1][O:2][CH2:3][CH2:4][N:5]([CH2:20][CH2:21][O:22][CH3:23])[S:6]([C:9]1[C:14]([Cl:15])=[CH:13][CH:12]=[C:11]([N+:16]([O-:18])=[O:17])[C:10]=1Cl)(=[O:8])=[O:7].[H-].[Na+].[OH2:26], predict the reaction product. The product is: [CH3:1][O:2][CH2:3][CH2:4][N:5]([CH2:20][CH2:21][O:22][CH3:23])[S:6]([C:9]1[C:14]([Cl:15])=[CH:13][CH:12]=[C:11]([N+:16]([O-:18])=[O:17])[C:10]=1[OH:26])(=[O:8])=[O:7]. (2) Given the reactants [N+:1]([C:4]1[CH:5]=[C:6]2[C:10](=[CH:11][CH:12]=1)[NH:9][NH:8][C:7]2=[O:13])([O-:3])=[O:2].C([O-])([O-])=O.[K+].[K+].[C:20](#[N:23])[CH:21]=[CH2:22], predict the reaction product. The product is: [N+:1]([C:4]1[CH:5]=[C:6]2[C:10](=[CH:11][CH:12]=1)[N:9]([CH2:22][CH2:21][C:20]#[N:23])[NH:8][C:7]2=[O:13])([O-:3])=[O:2]. (3) Given the reactants [CH2:1]([O:3][C:4]([C:6]1[O:7][C:8]2[CH:14]=[C:13]([OH:15])[CH:12]=[CH:11][C:9]=2[CH:10]=1)=[O:5])[CH3:2].C([O-])([O-])=O.[Cs+].[Cs+].Cl.Cl[C:24]1[S:25][C:26]2[C:27]([N:32]=1)=[N:28][CH:29]=[CH:30][CH:31]=2.O, predict the reaction product. The product is: [CH2:1]([O:3][C:4]([C:6]1[O:7][C:8]2[CH:14]=[C:13]([O:15][C:24]3[S:25][C:26]4[C:27]([N:32]=3)=[N:28][CH:29]=[CH:30][CH:31]=4)[CH:12]=[CH:11][C:9]=2[CH:10]=1)=[O:5])[CH3:2].